From a dataset of Serine/threonine kinase 33 screen with 319,792 compounds. Binary Classification. Given a drug SMILES string, predict its activity (active/inactive) in a high-throughput screening assay against a specified biological target. (1) The drug is O=C(Nc1cc(cc(c1)C)C)C(N1CCCC1)c1ccccc1. The result is 0 (inactive). (2) The molecule is Clc1c(COC(=O)Cc2ccc([N+]([O-])=O)cc2)c(F)ccc1. The result is 0 (inactive).